This data is from NCI-60 drug combinations with 297,098 pairs across 59 cell lines. The task is: Regression. Given two drug SMILES strings and cell line genomic features, predict the synergy score measuring deviation from expected non-interaction effect. (1) Drug 1: CCC1(CC2CC(C3=C(CCN(C2)C1)C4=CC=CC=C4N3)(C5=C(C=C6C(=C5)C78CCN9C7C(C=CC9)(C(C(C8N6C)(C(=O)OC)O)OC(=O)C)CC)OC)C(=O)OC)O.OS(=O)(=O)O. Drug 2: C1CNP(=O)(OC1)N(CCCl)CCCl. Cell line: HS 578T. Synergy scores: CSS=4.44, Synergy_ZIP=-4.50, Synergy_Bliss=-7.58, Synergy_Loewe=-64.1, Synergy_HSA=-6.35. (2) Drug 1: CN1C2=C(C=C(C=C2)N(CCCl)CCCl)N=C1CCCC(=O)O.Cl. Drug 2: C(CCl)NC(=O)N(CCCl)N=O. Cell line: SK-MEL-28. Synergy scores: CSS=1.59, Synergy_ZIP=-2.54, Synergy_Bliss=-2.33, Synergy_Loewe=-3.72, Synergy_HSA=-1.74. (3) Cell line: SR. Synergy scores: CSS=68.8, Synergy_ZIP=0.775, Synergy_Bliss=0.753, Synergy_Loewe=-18.8, Synergy_HSA=0.659. Drug 2: C1CC(C1)(C(=O)O)C(=O)O.[NH2-].[NH2-].[Pt+2]. Drug 1: CC1=CC2C(CCC3(C2CCC3(C(=O)C)OC(=O)C)C)C4(C1=CC(=O)CC4)C. (4) Drug 1: C1CCN(CC1)CCOC2=CC=C(C=C2)C(=O)C3=C(SC4=C3C=CC(=C4)O)C5=CC=C(C=C5)O. Drug 2: C(CC(=O)O)C(=O)CN.Cl. Cell line: OVCAR-4. Synergy scores: CSS=3.92, Synergy_ZIP=-0.425, Synergy_Bliss=2.77, Synergy_Loewe=-1.29, Synergy_HSA=-0.412. (5) Drug 1: CC1=C(C(CCC1)(C)C)C=CC(=CC=CC(=CC(=O)O)C)C. Drug 2: CCCCCOC(=O)NC1=NC(=O)N(C=C1F)C2C(C(C(O2)C)O)O. Cell line: IGROV1. Synergy scores: CSS=1.35, Synergy_ZIP=-0.612, Synergy_Bliss=0.276, Synergy_Loewe=-0.529, Synergy_HSA=-1.13. (6) Drug 2: CC1=C2C(C(=O)C3(C(CC4C(C3C(C(C2(C)C)(CC1OC(=O)C(C(C5=CC=CC=C5)NC(=O)OC(C)(C)C)O)O)OC(=O)C6=CC=CC=C6)(CO4)OC(=O)C)O)C)O. Synergy scores: CSS=6.09, Synergy_ZIP=-0.294, Synergy_Bliss=2.33, Synergy_Loewe=-1.36, Synergy_HSA=0.244. Drug 1: CN(C)N=NC1=C(NC=N1)C(=O)N. Cell line: HCT-15. (7) Drug 1: COC1=NC(=NC2=C1N=CN2C3C(C(C(O3)CO)O)O)N. Drug 2: C1C(C(OC1N2C=NC3=C2NC=NCC3O)CO)O. Cell line: 786-0. Synergy scores: CSS=-8.01, Synergy_ZIP=0.545, Synergy_Bliss=-6.94, Synergy_Loewe=-8.59, Synergy_HSA=-9.77.